This data is from Catalyst prediction with 721,799 reactions and 888 catalyst types from USPTO. The task is: Predict which catalyst facilitates the given reaction. (1) Reactant: [Br:1][C:2]1[S:6][C:5]([C:7]#[N:8])=[CH:4][CH:3]=1.[N-:9]=[N+:10]=[N-:11].[Na+].Cl.C(N(CC)CC)C. Product: [Br:1][C:2]1[S:6][C:5]([C:7]2[N:9]=[N:10][NH:11][N:8]=2)=[CH:4][CH:3]=1. The catalyst class is: 11. (2) Reactant: [I:1][C:2]1[CH:3]=[CH:4][C:5]2[N:6]([C:8](=[O:11])[NH:9][N:10]=2)[CH:7]=1.[C:12](=O)([O-])[O-].[Cs+].[Cs+].IC. Product: [I:1][C:2]1[CH:3]=[CH:4][C:5]2[N:6]([C:8](=[O:11])[N:9]([CH3:12])[N:10]=2)[CH:7]=1. The catalyst class is: 42.